From a dataset of Retrosynthesis with 50K atom-mapped reactions and 10 reaction types from USPTO. Predict the reactants needed to synthesize the given product. (1) Given the product COc1nn(C)c(=O)n1Cc1cc(-c2ccccn2)ccc1C, predict the reactants needed to synthesize it. The reactants are: COc1nn(C)c(=O)n1Cc1cc(Br)ccc1C.C[Sn](C)(C)c1ccccn1. (2) Given the product O=C(NCC=CCN1CCN(c2cccc(Cl)c2Cl)CC1)c1ccc(O)cc1, predict the reactants needed to synthesize it. The reactants are: NCC=CCN1CCN(c2cccc(Cl)c2Cl)CC1.O=C(O)c1ccc(O)cc1. (3) Given the product C=CCOCC=C, predict the reactants needed to synthesize it. The reactants are: CC(=NO)c1cccc(N)c1.O=C(Cl)OCc1ccccc1. (4) Given the product CCCN1CCC[C@@]12CCN([C@@H](C)C(=O)N[C@@H](Cc1ccccc1)[C@H](O)CNCc1cccc(C(C)C)c1)C2=O, predict the reactants needed to synthesize it. The reactants are: CC(C)c1cccc(CNC[C@@H](O)[C@@H](N)Cc2ccccc2)c1.CCCN1CCC[C@@]12CCN([C@@H](C)C(=O)O)C2=O. (5) Given the product Cn1c(C(F)(F)F)cc(=O)n(-c2ccc3snc(CC(=O)O)c3c2)c1=O, predict the reactants needed to synthesize it. The reactants are: CCOC(=O)Cc1nsc2ccc(-n3c(=O)cc(C(F)(F)F)n(C)c3=O)cc12. (6) Given the product CC(=O)N(c1ccccc1)C1CC(C)N(Cc2ccccc2)c2ccccc21, predict the reactants needed to synthesize it. The reactants are: CC(=O)N(C1=CC(C)N(Cc2ccccc2)c2ccccc21)c1ccccc1. (7) Given the product CC(C)(C)c1ccc(Nc2ncnc3c2cnn3-c2ccccc2Cl)cc1, predict the reactants needed to synthesize it. The reactants are: CC(C)(C)c1ccc(N)cc1.Clc1ccccc1-n1ncc2c(Cl)ncnc21.